Dataset: Retrosynthesis with 50K atom-mapped reactions and 10 reaction types from USPTO. Task: Predict the reactants needed to synthesize the given product. (1) Given the product CCCn1c(CCc2ccc(OC(C)(C)C(=O)O)cc2)nn(-c2ccc(C(F)(F)F)cc2)c1=O, predict the reactants needed to synthesize it. The reactants are: CCCn1c(CCc2ccc(OC(C)(C)C(=O)OCC)cc2)nn(-c2ccc(C(F)(F)F)cc2)c1=O. (2) Given the product COC(=O)c1ccc(-c2ccc3cc(OCc4c(-c5c(Cl)cccc5Cl)noc4C(C)C)ccc3c2)cn1, predict the reactants needed to synthesize it. The reactants are: CC(C)c1onc(-c2c(Cl)cccc2Cl)c1CCl.COC(=O)c1ccc(-c2ccc3cc(O)ccc3c2)cn1.